This data is from Forward reaction prediction with 1.9M reactions from USPTO patents (1976-2016). The task is: Predict the product of the given reaction. (1) Given the reactants [Cl-].[Al+3].[Cl-].[Cl-].C(O[C:9](=[O:11])[CH3:10])(=O)C.[S:12]1[C:17]2[CH:18]=[CH:19][CH:20]=[CH:21][C:16]=2[CH2:15][CH2:14][CH2:13]1, predict the reaction product. The product is: [S:12]1[C:17]2[CH:18]=[CH:19][C:20]([C:9](=[O:11])[CH3:10])=[CH:21][C:16]=2[CH2:15][CH2:14][CH2:13]1. (2) Given the reactants [CH3:1][O:2][C:3]1[C:8]([O:9][CH3:10])=[CH:7][CH:6]=[CH:5][C:4]=1[SH:11].[CH3:12][O:13]C1C(OC)=C(OC)C=CC=1, predict the reaction product. The product is: [CH3:1][O:2][C:3]1[C:8]([O:9][CH3:10])=[C:7]([O:13][CH3:12])[CH:6]=[CH:5][C:4]=1[SH:11]. (3) Given the reactants C([O:4][C@H:5]1[C@H:11]([O:12]C(=O)C)[C@@H:10]([O:16]C(=O)C)[C@:9]2([C:21]3[CH:26]=[CH:25][C:24]([Cl:27])=[C:23]([CH2:28][C:29]4[CH:34]=[CH:33][C:32]([O:35][CH2:36][C:37](=[N:44][O:45][CH3:46])[C:38]5[CH:43]=[CH:42][CH:41]=[CH:40][CH:39]=5)=[CH:31][CH:30]=4)[CH:22]=3)[O:20][C@@:6]1([CH2:47][O:48]C(=O)C)[CH2:7][O:8]2)(=O)C.C1COCC1.O.O[Li].O, predict the reaction product. The product is: [CH3:46][O:45][N:44]=[C:37]([C:38]1[CH:43]=[CH:42][CH:41]=[CH:40][CH:39]=1)[CH2:36][O:35][C:32]1[CH:31]=[CH:30][C:29]([CH2:28][C:23]2[CH:22]=[C:21]([C@@:9]34[O:20][C@@:6]([CH2:47][OH:48])([CH2:7][O:8]3)[C@@H:5]([OH:4])[C@H:11]([OH:12])[C@H:10]4[OH:16])[CH:26]=[CH:25][C:24]=2[Cl:27])=[CH:34][CH:33]=1. (4) Given the reactants [CH2:1]([O:8][N:9]1[C:18]2[C:13](=[CH:14][CH:15]=[CH:16][N:17]=2)[C:12](OS(C(F)(F)F)(=O)=O)=[C:11]([C:27]([O:29][CH3:30])=[O:28])[C:10]1=[O:31])[C:2]1[CH:7]=[CH:6][CH:5]=[CH:4][CH:3]=1.C(N(CC)CC)C.C([SiH](C(C)C)C(C)C)(C)C, predict the reaction product. The product is: [CH2:1]([O:8][N:9]1[C:18]2[C:13](=[CH:14][CH:15]=[CH:16][N:17]=2)[CH:12]=[C:11]([C:27]([O:29][CH3:30])=[O:28])[C:10]1=[O:31])[C:2]1[CH:7]=[CH:6][CH:5]=[CH:4][CH:3]=1. (5) The product is: [Cl:18][C:17]1[C:12]([NH:11][C:6]2[CH:7]=[CH:8][CH:9]=[CH:10][C:5]=2[C:4]([NH:40][CH2:39][CH2:38][O:37][CH3:36])=[O:35])=[N:13][C:14]([NH:19][C:20]2[CH:34]=[CH:33][C:23]3[CH2:24][CH2:25][N:26]([CH2:29][CH2:30][O:31][CH3:32])[CH2:27][CH2:28][C:22]=3[CH:21]=2)=[N:15][CH:16]=1. Given the reactants C(O[C:4](=[O:35])[C:5]1[CH:10]=[CH:9][CH:8]=[CH:7][C:6]=1[NH:11][C:12]1[C:17]([Cl:18])=[CH:16][N:15]=[C:14]([NH:19][C:20]2[CH:34]=[CH:33][C:23]3[CH2:24][CH2:25][N:26]([CH2:29][CH2:30][O:31][CH3:32])[CH2:27][CH2:28][C:22]=3[CH:21]=2)[N:13]=1)C.[CH3:36][O:37][CH2:38][CH2:39][NH2:40], predict the reaction product. (6) Given the reactants [H-].[Na+].[I-].[CH3:4][S+](C)C.[Br:8][C:9]1[C:18]([CH3:19])=[CH:17][CH:16]=[C:15]2[C:10]=1[CH:11]=[CH:12][C:13](=[O:21])[N:14]2[CH3:20], predict the reaction product. The product is: [Br:8][C:9]1[C:10]2[CH:11]3[CH2:4][CH:12]3[C:13](=[O:21])[N:14]([CH3:20])[C:15]=2[CH:16]=[CH:17][C:18]=1[CH3:19].